From a dataset of Full USPTO retrosynthesis dataset with 1.9M reactions from patents (1976-2016). Predict the reactants needed to synthesize the given product. (1) Given the product [CH:35]1([NH:40][C:22]([C:20]2[CH:19]=[CH:18][C:12]3[N:13]4[CH2:17][C@H:16]([CH2:15][CH2:14]4)[N:10]([C:8]([NH:7][C:2]4[CH:3]=[CH:4][CH:5]=[CH:6][N:1]=4)=[O:9])[C:11]=3[N:21]=2)=[O:24])[CH2:36][CH2:37][CH2:38]1, predict the reactants needed to synthesize it. The reactants are: [N:1]1[CH:6]=[CH:5][CH:4]=[CH:3][C:2]=1[NH:7][C:8]([N:10]1[C@@H:16]2[CH2:17][N:13]([CH2:14][CH2:15]2)[C:12]2[CH:18]=[CH:19][C:20]([C:22]([OH:24])=O)=[N:21][C:11]1=2)=[O:9].CN(C(ON1N=[N:40][C:35]2[CH:36]=[CH:37][CH:38]=NC1=2)=[N+](C)C)C.F[P-](F)(F)(F)(F)F.CCN(C(C)C)C(C)C.C1(N)CCC1. (2) Given the product [CH2:2]([O:4][C:5](=[O:19])[CH2:6][C:7]1[C:16]2[C:11](=[CH:12][CH:13]=[C:14]([O:17][CH3:18])[CH:15]=2)[CH:10]=[CH:9][CH:8]=1)[CH3:3], predict the reactants needed to synthesize it. The reactants are: [S].[CH2:2]([O:4][C:5](=[O:19])[CH2:6][CH:7]1[C:16]2[C:11](=[CH:12][CH:13]=[C:14]([O:17][CH3:18])[CH:15]=2)[CH2:10][CH2:9][CH2:8]1)[CH3:3]. (3) Given the product [CH:27]([C:23]1[CH:24]=[CH:25][CH:26]=[C:21]([C:1]2[C:10]3[C:5](=[CH:6][CH:7]=[CH:8][CH:9]=3)[CH:4]=[CH:3][CH:2]=2)[N:22]=1)=[O:28], predict the reactants needed to synthesize it. The reactants are: [C:1]1(B(O)O)[C:10]2[C:5](=[CH:6][CH:7]=[CH:8][CH:9]=2)[CH:4]=[CH:3][CH:2]=1.C([O-])([O-])=O.[Na+].[Na+].Br[C:21]1[CH:26]=[CH:25][CH:24]=[C:23]([CH:27]=[O:28])[N:22]=1. (4) Given the product [CH3:18][S:19]([O:10][CH:7]([CH:1]1[CH2:6][CH2:5][CH2:4][CH2:3][CH2:2]1)[CH2:8][CH3:9])(=[O:21])=[O:20], predict the reactants needed to synthesize it. The reactants are: [CH:1]1([CH:7]([OH:10])[CH2:8][CH3:9])[CH2:6][CH2:5][CH2:4][CH2:3][CH2:2]1.C(N(CC)CC)C.[CH3:18][S:19](Cl)(=[O:21])=[O:20]. (5) Given the product [C:12]([O:11][C:9]([N:43]([C:30]1[S:29][CH2:28][C@H:27]2[C@:32]([C:35]3[CH:40]=[C:39]([Br:41])[CH:38]=[CH:37][C:36]=3[F:42])([CH2:33][O:34][C@@H:25]([CH2:24][O:23][CH2:16][C:17]3[CH:22]=[CH:21][CH:20]=[CH:19][CH:18]=3)[CH2:26]2)[N:31]=1)[C:9]([O:11][C:12]([CH3:13])([CH3:14])[CH3:15])=[O:10])=[O:10])([CH3:15])([CH3:14])[CH3:13], predict the reactants needed to synthesize it. The reactants are: [C:9](O[C:9]([O:11][C:12]([CH3:15])([CH3:14])[CH3:13])=[O:10])([O:11][C:12]([CH3:15])([CH3:14])[CH3:13])=[O:10].[CH2:16]([O:23][CH2:24][C@@H:25]1[O:34][CH2:33][C@@:32]2([C:35]3[CH:40]=[C:39]([Br:41])[CH:38]=[CH:37][C:36]=3[F:42])[C@H:27]([CH2:28][S:29][C:30]([NH2:43])=[N:31]2)[CH2:26]1)[C:17]1[CH:22]=[CH:21][CH:20]=[CH:19][CH:18]=1. (6) Given the product [Br:1][C:2]1[CH:3]=[CH:4][C:5]([F:11])=[C:6]([CH:10]=1)[C:7]([NH:12][C:13]1[CH:18]=[CH:17][CH:16]=[C:15]([CH:19]=[CH:20][C:21]#[N:22])[CH:14]=1)=[O:9], predict the reactants needed to synthesize it. The reactants are: [Br:1][C:2]1[CH:3]=[CH:4][C:5]([F:11])=[C:6]([CH:10]=1)[C:7]([OH:9])=O.[NH2:12][C:13]1[CH:14]=[C:15]([CH:19]=[CH:20][C:21]#[N:22])[CH:16]=[CH:17][CH:18]=1. (7) Given the product [F:25][C:26]1[CH:31]=[C:30]([C:2]2[C:3]([O:10][C:11]3[CH:16]=[CH:15][C:14]([NH:17][C:18]4[CH:23]=[CH:22][C:21]([CH3:24])=[CH:20][N:19]=4)=[CH:13][CH:12]=3)=[N:4][CH:5]=[C:6]([O:8][CH3:9])[CH:7]=2)[CH:29]=[CH:28][N:27]=1, predict the reactants needed to synthesize it. The reactants are: Br[C:2]1[C:3]([O:10][C:11]2[CH:16]=[CH:15][C:14]([NH:17][C:18]3[CH:23]=[CH:22][C:21]([CH3:24])=[CH:20][N:19]=3)=[CH:13][CH:12]=2)=[N:4][CH:5]=[C:6]([O:8][CH3:9])[CH:7]=1.[F:25][C:26]1[CH:31]=[C:30](B(O)O)[CH:29]=[CH:28][N:27]=1.C(=O)([O-])[O-].[Na+].[Na+]. (8) Given the product [CH:4]1[C:3]2[C:11](=[O:13])[C:10]3[CH:14]=[CH:15][CH:16]=[CH:17][C:9]=3[CH2:8][O:1][C:2]=2[CH:7]=[CH:6][CH:5]=1, predict the reactants needed to synthesize it. The reactants are: [O:1]([CH2:8][C:9]1[CH:17]=[CH:16][CH:15]=[CH:14][C:10]=1[C:11]([OH:13])=O)[C:2]1[CH:7]=[CH:6][CH:5]=[CH:4][CH:3]=1.FC(F)(F)C(OC(=O)C(F)(F)F)=O.B(F)(F)F.CCOCC.